Dataset: Peptide-MHC class I binding affinity with 185,985 pairs from IEDB/IMGT. Task: Regression. Given a peptide amino acid sequence and an MHC pseudo amino acid sequence, predict their binding affinity value. This is MHC class I binding data. (1) The peptide sequence is QWSLFFFVY. The MHC is HLA-A26:01 with pseudo-sequence HLA-A26:01. The binding affinity (normalized) is 0.0966. (2) The peptide sequence is EVEHRTRVR. The MHC is HLA-A30:01 with pseudo-sequence HLA-A30:01. The binding affinity (normalized) is 0.0847. (3) The peptide sequence is ALGLLQTASR. The MHC is Patr-A0101 with pseudo-sequence Patr-A0101. The binding affinity (normalized) is 0.540. (4) The peptide sequence is KRITVLDIG. The MHC is HLA-B27:05 with pseudo-sequence HLA-B27:05. The binding affinity (normalized) is 0.339.